Dataset: Catalyst prediction with 721,799 reactions and 888 catalyst types from USPTO. Task: Predict which catalyst facilitates the given reaction. Reactant: F[C:2]1[CH:7]=[C:6]([I:8])[C:5]([CH3:9])=[CH:4][N:3]=1.[CH3:10][O:11][C:12]1[CH:17]=[C:16]([O:18][CH3:19])[CH:15]=[CH:14][C:13]=1[CH2:20][NH2:21]. The catalyst class is: 25. Product: [CH3:10][O:11][C:12]1[CH:17]=[C:16]([O:18][CH3:19])[CH:15]=[CH:14][C:13]=1[CH2:20][NH:21][C:2]1[CH:7]=[C:6]([I:8])[C:5]([CH3:9])=[CH:4][N:3]=1.